This data is from Full USPTO retrosynthesis dataset with 1.9M reactions from patents (1976-2016). The task is: Predict the reactants needed to synthesize the given product. (1) Given the product [F:1][C:2]1[CH:7]=[CH:6][CH:5]=[C:4]([N+:8]([O-:10])=[O:9])[C:3]=1[O:11][CH2:15][C:14]([O:13][CH3:12])=[O:17], predict the reactants needed to synthesize it. The reactants are: [F:1][C:2]1[CH:7]=[CH:6][CH:5]=[C:4]([N+:8]([O-:10])=[O:9])[C:3]=1[OH:11].[CH3:12][O:13][C:14](=[O:17])[CH2:15]Br.C(=O)([O-])[O-].[K+].[K+]. (2) Given the product [CH2:1]([N:4]([CH2:6][C:7]1[CH:12]=[C:11]([N+:13]([O-:15])=[O:14])[CH:10]=[CH:9][C:8]=1[O:16][CH2:17][CH2:18][N:22]([CH2:23][CH3:24])[CH2:20][CH3:21])[CH3:5])[CH:2]=[CH2:3], predict the reactants needed to synthesize it. The reactants are: [CH2:1]([N:4]([CH2:6][C:7]1[CH:12]=[C:11]([N+:13]([O-:15])=[O:14])[CH:10]=[CH:9][C:8]=1[O:16][CH2:17][CH2:18]Cl)[CH3:5])[CH:2]=[CH2:3].[CH2:20]([NH:22][CH2:23][CH3:24])[CH3:21]. (3) Given the product [CH3:37][O:36][C:30]1[CH:29]=[C:28]([CH:33]=[CH:32][C:31]=1[O:34][CH3:35])[O:27][CH2:26][C:25](=[O:38])[CH2:24][NH:23][C:13]([C@@H:9]1[CH2:10][CH2:11][CH2:12][N:8]1[C:6]([O:5][C:1]([CH3:2])([CH3:3])[CH3:4])=[O:7])=[O:15], predict the reactants needed to synthesize it. The reactants are: [C:1]([O:5][C:6]([N:8]1[CH2:12][CH2:11][CH2:10][C@H:9]1[C:13]([OH:15])=O)=[O:7])([CH3:4])([CH3:3])[CH3:2].ClC(OCC)=O.Cl.[NH2:23][CH2:24][C:25](=[O:38])[CH2:26][O:27][C:28]1[CH:33]=[CH:32][C:31]([O:34][CH3:35])=[C:30]([O:36][CH3:37])[CH:29]=1. (4) Given the product [CH3:1][C:2]1[CH:11]=[C:10]2[C:5]([C:6]([C:12]3[CH:13]=[CH:14][CH:15]=[CH:16][CH:17]=3)=[CH:7][C:8]([C:29]#[N:30])=[N:9]2)=[CH:4][CH:3]=1, predict the reactants needed to synthesize it. The reactants are: [CH3:1][C:2]1[CH:11]=[C:10]2[C:5]([C:6]([C:12]3[CH:17]=[CH:16][CH:15]=[CH:14][CH:13]=3)=[CH:7][CH:8]=[N:9]2)=[CH:4][CH:3]=1.C1C=C(Cl)C=C(C(OO)=O)C=1.[CH3:29][N:30](C)C(Cl)=O.C[Si](C#N)(C)C.C([O-])(O)=O.[Na+]. (5) Given the product [Cl:1][C:2]1[C:3]([C:27]([F:30])([F:29])[F:28])=[N:4][N:5]([CH:8]([CH2:33][O:39][CH3:38])[C:9]([N:11]2[CH2:16][CH2:15][CH2:14][C:13]3[N:17]([C:20]4[CH:25]=[CH:24][C:23]([F:26])=[CH:22][CH:21]=4)[N:18]=[CH:19][C:12]2=3)=[O:10])[C:6]=1[CH3:7], predict the reactants needed to synthesize it. The reactants are: [Cl:1][C:2]1[C:3]([C:27]([F:30])([F:29])[F:28])=[N:4][N:5]([CH2:8][C:9]([N:11]2[CH2:16][CH2:15][CH2:14][C:13]3[N:17]([C:20]4[CH:25]=[CH:24][C:23]([F:26])=[CH:22][CH:21]=4)[N:18]=[CH:19][C:12]2=3)=[O:10])[C:6]=1[CH3:7].[H-].[Na+].[CH2:33]=O.CN([CH:38]=[O:39])C. (6) Given the product [C:1]([N:5]1[C:9]([C:10]2[CH:15]=[CH:14][CH:13]=[CH:12][CH:11]=2)=[CH:8][C:7]([CH2:16][CH2:17][CH2:18][N:30]2[CH2:29][CH2:28][N:27]([C:24]3[CH:23]=[CH:22][C:21]([Cl:20])=[CH:26][CH:25]=3)[CH2:32][CH2:31]2)=[N:6]1)([CH3:4])([CH3:3])[CH3:2], predict the reactants needed to synthesize it. The reactants are: [C:1]([N:5]1[C:9]([C:10]2[CH:15]=[CH:14][CH:13]=[CH:12][CH:11]=2)=[CH:8][C:7]([CH2:16][CH2:17][CH:18]=O)=[N:6]1)([CH3:4])([CH3:3])[CH3:2].[Cl:20][C:21]1[CH:26]=[CH:25][C:24]([N:27]2[CH2:32][CH2:31][NH:30][CH2:29][CH2:28]2)=[CH:23][CH:22]=1.CCN(C(C)C)C(C)C.[BH-](OC(C)=O)(OC(C)=O)OC(C)=O.[Na+]. (7) Given the product [C:1]([C:5]1[CH:10]=[CH:9][C:8]([S:11]([N:14]([C:15]2[CH:16]=[C:17]3[C:22](=[CH:23][CH:24]=2)[N:21]=[CH:20][CH:19]=[CH:18]3)[CH2:25][C:26]([N:31]([CH2:29][CH3:30])[CH2:32][C:33]2[CH:38]=[CH:37][CH:36]=[C:35]([CH3:39])[N:34]=2)=[O:27])(=[O:12])=[O:13])=[CH:7][CH:6]=1)([CH3:2])([CH3:3])[CH3:4], predict the reactants needed to synthesize it. The reactants are: [C:1]([C:5]1[CH:10]=[CH:9][C:8]([S:11]([N:14]([CH2:25][C:26](O)=[O:27])[C:15]2[CH:16]=[C:17]3[C:22](=[CH:23][CH:24]=2)[N:21]=[CH:20][CH:19]=[CH:18]3)(=[O:13])=[O:12])=[CH:7][CH:6]=1)([CH3:4])([CH3:3])[CH3:2].[CH2:29]([NH:31][CH2:32][C:33]1[CH:38]=[CH:37][CH:36]=[C:35]([CH3:39])[N:34]=1)[CH3:30].